From a dataset of Experimentally validated miRNA-target interactions with 360,000+ pairs, plus equal number of negative samples. Binary Classification. Given a miRNA mature sequence and a target amino acid sequence, predict their likelihood of interaction. (1) The miRNA is ssc-miR-150 with sequence UCUCCCAACCCUUGUACCAGUG. The protein sequence of the target gene is MNPEEQIVTWLISLGVLESPKKTICDPEEFLKSSLKNGVVLCKLINRLMPGSVEKFCLDPQTEADCINNINDFLKGCATLQVEIFDPDDLYSGVNFSKVLSTLLAVNKATEDQLSERPCGRSSSLSAANTSQTNPQGAVSSTVSGLQRQSKTVEMTENGSHQLIVKARFNFKQTNEDELSVCKGDIIYVTRVEEGGWWEGTLNGRTGWFPSNYVREIKSSERPLSPKAVKGFETAPLTKNYYTVVLQNILDTEKEYAKELQSLLVTYLRPLQSNNNLSTVEVTSLLGNFEEVCTFQQTLC.... Result: 0 (no interaction). (2) The miRNA is hsa-miR-1208 with sequence UCACUGUUCAGACAGGCGGA. The protein sequence of the target gene is MALPSPQVLMGLPALLMGPAQHTSWPCGSAVPTLKSMVTFEDVAVYFSQEEWELLDAAQRHLYHSVMLENLELVTSLGSWHGVEGEGAHPKQNVSVEVLQVRIPNADPSTKKANSCDMCGPFLKDILHLAEHQGTQSEEKPYTCGACGRDFWLNANLHQHQKEHSGGKPFRWYKDRDALMKSSKVHLSENPFTCREGGKVILGSCDLLQLQAVDSGQKPYSNLGQLPEVCTTQKLFECSNCGKAFLKSSTLPNHLRTHSEEIPFTCPTGGNFLEEKSILGNKKFHTGEIPHVCKECGKAF.... Result: 0 (no interaction). (3) The protein sequence of the target gene is MASGGSGGVSVPALWSEVNRYGQNGDFTRALKTVNKILQINKDDVTALHCKVVCLIQNGSFKEALNVINTHTKVLANNSLSFEKAYCEYRLNRIENALKTIESANQQTDKLKELYGQVLYRLERYDECLAVYRDLVRNSQDDYDEERKTNLSAVVAAQSNWEKVVPENLGLQEGTHELCYNTACALIGQGQLNQAMKILQKAEDLCRRSLSEDTDGTEEDPQAELAIIHGQMAYILQLQGRTEEALQLYNQIIKLKPTDVGLLAVIANNIITINKDQNVFDSKKKVKLTNAEGVEFKLSK.... Result: 1 (interaction). The miRNA is hsa-miR-6083 with sequence CUUAUAUCAGAGGCUGUGGG.